The task is: Predict the reaction yield, written as a fraction of the theoretical maximum amount of product (1.0 means a 100% yield; for example, 0.34 means a 34% yield).. This data is from Reaction yield outcomes from USPTO patents with 853,638 reactions. (1) No catalyst specified. The yield is 0.900. The product is [CH3:18][CH:19]1[CH2:24][CH2:23][N:22]([C:2]2[N:3]=[CH:4][C:5]3[C:9]([NH:11][C:12]4[NH:13][N:14]=[C:15]([CH3:17])[CH:16]=4)([N:10]=2)[N:8]=[CH:7][N:6]=3)[CH2:21][CH2:20]1. The reactants are Cl[C:2]1[N:3]=[CH:4][C:5]2[C:9]([NH:11][C:12]3[CH:16]=[C:15]([CH3:17])[NH:14][N:13]=3)([N:10]=1)[N:8]=[CH:7][N:6]=2.[CH3:18][CH:19]1[CH2:24][CH2:23][NH:22][CH2:21][CH2:20]1.C(=O)([O-])[O-].[K+].[K+]. (2) The reactants are [NH2:1][C:2]1[N:11]=[CH:10][C:9]2[C:8](SC)=[N:7][CH:6]=[N:5][C:4]=2[CH:3]=1.[CH3:14][O:15][C:16]1[C:17]([NH2:22])=[CH:18][CH:19]=[CH:20][CH:21]=1. No catalyst specified. The product is [NH2:1][C:2]1[N:11]=[CH:10][C:9]2[C:8]([NH:22][C:17]3[CH:18]=[CH:19][CH:20]=[CH:21][C:16]=3[O:15][CH3:14])=[N:7][CH:6]=[N:5][C:4]=2[CH:3]=1. The yield is 0.470. (3) The reactants are [C:1]1([CH2:7][CH2:8][CH2:9][CH2:10][N:11]2[C:19](=[O:20])[C:18]3[C:13](=[CH:14][CH:15]=[CH:16][CH:17]=3)[C:12]2=[O:21])[CH:6]=[CH:5][CH:4]=[CH:3][CH:2]=1.[Cl:22][S:23](O)(=[O:25])=[O:24]. No catalyst specified. The product is [O:21]=[C:12]1[C:13]2[C:18](=[CH:17][CH:16]=[CH:15][CH:14]=2)[C:19](=[O:20])[N:11]1[CH2:10][CH2:9][CH2:8][CH2:7][C:1]1[CH:6]=[CH:5][C:4]([S:23]([Cl:22])(=[O:25])=[O:24])=[CH:3][CH:2]=1. The yield is 0.990. (4) The reactants are O[CH2:2][CH2:3][N:4]([CH:35]([CH3:37])[CH3:36])[C:5]([C:7]1[C:12]([O:13][CH2:14][C:15]2[CH:20]=[CH:19][CH:18]=[CH:17][CH:16]=2)=[C:11]([OH:21])[N:10]=[C:9]([CH2:22][C:23]2([C:28]3[CH:33]=[CH:32][C:31]([Br:34])=[CH:30][CH:29]=3)[CH2:27][CH2:26][CH2:25][CH2:24]2)[N:8]=1)=[O:6].C1(P(C2C=CC=CC=2)C2C=CC=CC=2)C=CC=CC=1. The catalyst is ClCCl. The product is [CH2:14]([O:13][C:12]1[C:11](=[O:21])[N:10]=[C:9]([CH2:22][C:23]2([C:28]3[CH:33]=[CH:32][C:31]([Br:34])=[CH:30][CH:29]=3)[CH2:27][CH2:26][CH2:25][CH2:24]2)[N:8]2[CH2:2][CH2:3][N:4]([CH:35]([CH3:37])[CH3:36])[C:5](=[O:6])[C:7]=12)[C:15]1[CH:16]=[CH:17][CH:18]=[CH:19][CH:20]=1. The yield is 0.590.